From a dataset of Forward reaction prediction with 1.9M reactions from USPTO patents (1976-2016). Predict the product of the given reaction. (1) Given the reactants [F:1][C:2]1[CH:9]=[CH:8][CH:7]=[CH:6][C:3]=1[CH2:4][Br:5].[S:10]1[CH2:14][CH2:13][CH2:12][CH2:11]1, predict the reaction product. The product is: [Br-:5].[F:1][C:2]1[CH:9]=[CH:8][CH:7]=[CH:6][C:3]=1[CH2:4][S+:10]1[CH2:14][CH2:13][CH2:12][CH2:11]1. (2) Given the reactants [NH2:1][C:2]1[S:3][C:4]([CH3:7])=[CH:5][N:6]=1.[CH2:8]([Br:11])[CH:9]=[CH2:10], predict the reaction product. The product is: [BrH:11].[CH2:10]([N:6]1[CH:5]=[C:4]([CH3:7])[S:3][C:2]1=[NH:1])[CH:9]=[CH2:8]. (3) Given the reactants [Br-].[F:2][C:3]1[CH:4]=[C:5]([CH:17]=[C:18]([F:20])[CH:19]=1)[CH2:6][P+](OCC)(OCC)OCC.[H-].[Na+].[C:23]([N:30]1[CH2:35][CH2:34][C:33](=O)[CH2:32][CH2:31]1)([O:25][C:26]([CH3:29])([CH3:28])[CH3:27])=[O:24], predict the reaction product. The product is: [F:20][C:18]1[CH:17]=[C:5]([CH:4]=[C:3]([F:2])[CH:19]=1)[CH:6]=[C:33]1[CH2:34][CH2:35][N:30]([C:23]([O:25][C:26]([CH3:29])([CH3:28])[CH3:27])=[O:24])[CH2:31][CH2:32]1. (4) The product is: [C:1]1([CH:7]([C:9]2[CH:18]=[C:17]3[C:12]([CH:13]=[C:14]([C:23]([O:25][CH2:26][CH3:27])=[O:24])[CH:15]([C:19]([F:21])([F:22])[F:20])[O:16]3)=[CH:11][CH:10]=2)[CH3:8])[CH:6]=[CH:5][CH:4]=[CH:3][CH:2]=1. Given the reactants [C:1]1([C:7]([C:9]2[CH:18]=[C:17]3[C:12]([CH:13]=[C:14]([C:23]([O:25][CH2:26][CH3:27])=[O:24])[CH:15]([C:19]([F:22])([F:21])[F:20])[O:16]3)=[CH:11][CH:10]=2)=[CH2:8])[CH:6]=[CH:5][CH:4]=[CH:3][CH:2]=1, predict the reaction product.